Dataset: Full USPTO retrosynthesis dataset with 1.9M reactions from patents (1976-2016). Task: Predict the reactants needed to synthesize the given product. (1) Given the product [C:1]([O:5][C:6]([N:8]1[CH2:13][CH2:12][N:11]([C:14]2[CH:19]=[CH:18][C:17]([NH2:20])=[C:16]([CH3:23])[CH:15]=2)[CH2:10][CH2:9]1)=[O:7])([CH3:4])([CH3:3])[CH3:2], predict the reactants needed to synthesize it. The reactants are: [C:1]([O:5][C:6]([N:8]1[CH2:13][CH2:12][N:11]([C:14]2[CH:19]=[CH:18][C:17]([N+:20]([O-])=O)=[C:16]([CH3:23])[CH:15]=2)[CH2:10][CH2:9]1)=[O:7])([CH3:4])([CH3:3])[CH3:2]. (2) Given the product [CH:28]([C:31]1[CH:38]=[CH:37][C:34]([CH2:35][N:3]2[C:4]3[C:9](=[CH:8][CH:7]=[CH:6][CH:5]=3)[C:10](=[O:27])[N:11]([CH2:12][C:13]3[CH:26]=[CH:25][C:16]([C:17]([NH:19][CH2:20][CH2:21][CH2:22][O:23][CH3:24])=[O:18])=[CH:15][CH:14]=3)[C:2]2=[O:1])=[CH:33][CH:32]=1)([CH3:30])[CH3:29], predict the reactants needed to synthesize it. The reactants are: [O:1]=[C:2]1[N:11]([CH2:12][C:13]2[CH:26]=[CH:25][C:16]([C:17]([NH:19][CH2:20][CH2:21][CH2:22][O:23][CH3:24])=[O:18])=[CH:15][CH:14]=2)[C:10](=[O:27])[C:9]2[C:4](=[CH:5][CH:6]=[CH:7][CH:8]=2)[NH:3]1.[CH:28]([C:31]1[CH:38]=[CH:37][C:34]([CH2:35]Br)=[CH:33][CH:32]=1)([CH3:30])[CH3:29].C(=O)([O-])[O-].[K+].[K+]. (3) Given the product [C:1]([C:5]1[N:10]=[C:9]2[N:11]([CH2:28][C:29]3[C:33]([CH3:34])=[N:32][O:31][N:30]=3)[N:12]=[CH:13][C:8]2=[C:7]([N:14]2[CH2:18][CH2:17][C@H:16]([O:19][Si:20]([C:23]([CH3:26])([CH3:25])[CH3:24])([CH3:21])[CH3:22])[CH2:15]2)[N:6]=1)([CH3:4])([CH3:2])[CH3:3], predict the reactants needed to synthesize it. The reactants are: [C:1]([C:5]1[N:10]=[C:9]2[NH:11][N:12]=[CH:13][C:8]2=[C:7]([N:14]2[CH2:18][CH2:17][C@H:16]([O:19][Si:20]([C:23]([CH3:26])([CH3:25])[CH3:24])([CH3:22])[CH3:21])[CH2:15]2)[N:6]=1)([CH3:4])([CH3:3])[CH3:2].Cl[CH2:28][C:29]1[C:33]([CH3:34])=[N:32][O:31][N:30]=1.CC(C)([O-])C.[K+]. (4) Given the product [Br:48][CH2:26][C:11]1[CH:12]=[C:13]([O:16][CH2:17][C:18]2[CH:23]=[CH:22][C:21]([O:24][CH3:25])=[CH:20][CH:19]=2)[CH:14]=[CH:15][C:10]=1[C:3]1[CH:4]=[C:5]([O:8][CH3:9])[CH:6]=[CH:7][C:2]=1[F:1], predict the reactants needed to synthesize it. The reactants are: [F:1][C:2]1[CH:7]=[CH:6][C:5]([O:8][CH3:9])=[CH:4][C:3]=1[C:10]1[CH:15]=[CH:14][C:13]([O:16][CH2:17][C:18]2[CH:23]=[CH:22][C:21]([O:24][CH3:25])=[CH:20][CH:19]=2)=[CH:12][C:11]=1[CH2:26]O.C1(P(C2C=CC=CC=2)C2C=CC=CC=2)C=CC=CC=1.C(Br)(Br)(Br)[Br:48].O. (5) Given the product [F:17][CH:6]([F:5])[O:7][C:8]1[CH:16]=[CH:15][CH:14]=[C:13]2[C:9]=1[CH2:10][CH2:11][NH:12]2, predict the reactants needed to synthesize it. The reactants are: C([BH3-])#N.[Na+].[F:5][CH:6]([F:17])[O:7][C:8]1[CH:16]=[CH:15][CH:14]=[C:13]2[C:9]=1[CH:10]=[CH:11][NH:12]2. (6) Given the product [C:38]([O:37][C:35]([N:7]1[CH2:8][C@@H:9]([C:11](=[O:34])[NH:12][CH2:13][C:14]2([CH2:28][CH2:29][CH2:30][CH2:31][O:32][CH3:33])[C:27]3[CH:26]=[CH:25][CH:24]=[CH:23][C:22]=3[O:21][C:20]3[C:15]2=[CH:16][CH:17]=[CH:18][CH:19]=3)[CH2:10][C@@H:5]([C:3]([OH:4])=[O:2])[CH2:6]1)=[O:36])([CH3:41])([CH3:39])[CH3:40], predict the reactants needed to synthesize it. The reactants are: C[O:2][C:3]([C@@H:5]1[CH2:10][C@H:9]([C:11](=[O:34])[NH:12][CH2:13][C:14]2([CH2:28][CH2:29][CH2:30][CH2:31][O:32][CH3:33])[C:27]3[CH:26]=[CH:25][CH:24]=[CH:23][C:22]=3[O:21][C:20]3[C:15]2=[CH:16][CH:17]=[CH:18][CH:19]=3)[CH2:8][N:7]([C:35]([O:37][C:38]([CH3:41])([CH3:40])[CH3:39])=[O:36])[CH2:6]1)=[O:4].[OH-].[Na+].Cl.OS([O-])(=O)=O.[K+]. (7) Given the product [CH3:10][O:9][C:7]1[CH:6]=[C:5]([CH2:11][C@@H:12]2[C@:21]3([CH3:22])[C@H:16]([C:17]([CH3:23])([CH3:24])[CH2:18][CH2:19][CH2:20]3)[CH2:15][CH2:14][C@@H:13]2[CH:25]=[O:26])[CH:4]=[C:3]([O:2][CH3:1])[CH:8]=1, predict the reactants needed to synthesize it. The reactants are: [CH3:1][O:2][C:3]1[CH:4]=[C:5]([CH2:11][C@@H:12]2[C@:21]3([CH3:22])[C@H:16]([C:17]([CH3:24])([CH3:23])[CH2:18][CH2:19][CH2:20]3)[CH2:15][CH2:14][C@@H:13]2[CH2:25][OH:26])[CH:6]=[C:7]([O:9][CH3:10])[CH:8]=1.I(C1C=CC=CC=1C(O)=O)(=O)=O. (8) The reactants are: [CH3:1][CH:2]([CH3:14])[C@@H:3]([NH:7][C:8]1[CH:9]=[N:10][CH:11]=[CH:12][CH:13]=1)[C:4]([OH:6])=O.[Cl:15][C:16]1[CH:21]=[CH:20][C:19]([C@@:22]2([OH:30])[CH2:27][CH2:26][NH:25][CH2:24][C:23]2([CH3:29])[CH3:28])=[CH:18][CH:17]=1.C(Cl)CCl.C1C=CC2N(O)N=NC=2C=1.CCN(C(C)C)C(C)C. Given the product [Cl:15][C:16]1[CH:21]=[CH:20][C:19]([C@@:22]2([OH:30])[CH2:27][CH2:26][N:25]([C:4](=[O:6])[C@H:3]([NH:7][C:8]3[CH:9]=[N:10][CH:11]=[CH:12][CH:13]=3)[CH:2]([CH3:1])[CH3:14])[CH2:24][C:23]2([CH3:28])[CH3:29])=[CH:18][CH:17]=1, predict the reactants needed to synthesize it. (9) Given the product [F:21][C:18]1[CH:19]=[CH:20][C:15]([C:14]2[C:10]3[CH:9]=[CH:8][C:7]([O:6][CH2:5][CH2:4][CH2:3][CH2:2][N:23]4[CH2:27][CH2:26][CH2:25][CH2:24]4)=[CH:22][C:11]=3[S:12][CH:13]=2)=[CH:16][CH:17]=1, predict the reactants needed to synthesize it. The reactants are: Br[CH2:2][CH2:3][CH2:4][CH2:5][O:6][C:7]1[CH:8]=[CH:9][C:10]2[C:14]([C:15]3[CH:20]=[CH:19][C:18]([F:21])=[CH:17][CH:16]=3)=[CH:13][S:12][C:11]=2[CH:22]=1.[NH:23]1[CH2:27][CH2:26][CH2:25][CH2:24]1.